From a dataset of Forward reaction prediction with 1.9M reactions from USPTO patents (1976-2016). Predict the product of the given reaction. (1) Given the reactants [C:1]([O:5][C:6](=[O:20])[NH:7][C@@H:8]1[C:14](=[O:15])[NH:13][C:12]2[CH:16]=[CH:17][CH:18]=[CH:19][C:11]=2[NH:10][CH2:9]1)([CH3:4])([CH3:3])[CH3:2].[CH3:21][Si]([N-][Si](C)(C)C)(C)C.[Li+].CI, predict the reaction product. The product is: [C:1]([O:5][C:6](=[O:20])[NH:7][CH:8]1[C:14](=[O:15])[N:13]([CH3:21])[C:12]2[CH:16]=[CH:17][CH:18]=[CH:19][C:11]=2[NH:10][CH2:9]1)([CH3:4])([CH3:2])[CH3:3]. (2) Given the reactants [N:1]1[CH:6]=[CH:5][C:4](B(O)O)=[CH:3][CH:2]=1.[C:10]([CH:17]1[CH2:22][CH2:21][N:20](N)[CH2:19][CH2:18]1)([O:12][C:13]([CH3:16])([CH3:15])[CH3:14])=[O:11].[N:24]1C=CC=CC=1, predict the reaction product. The product is: [C:10]([CH:17]1[CH2:22][CH2:21][N:20]([C:4]2[CH:5]=[CH:6][N:1]=[CH:2][CH:3]=2)[CH:19]([NH2:24])[CH2:18]1)([O:12][C:13]([CH3:16])([CH3:15])[CH3:14])=[O:11]. (3) Given the reactants [CH2:1]([O:3][C:4]([CH:6]1[CH:8]([C:9](=[O:26])[NH:10][C:11]2[CH:16]=[CH:15][C:14]([N:17]3[CH:22]=[CH:21][C:20]([OH:23])=[CH:19][C:18]3=[O:24])=[CH:13][C:12]=2[F:25])[CH:7]1[C:27](=[O:36])[NH:28][C:29]1[CH:34]=[CH:33][C:32]([Cl:35])=[CH:31][CH:30]=1)=[O:5])[CH3:2].[C:37](=O)([O-])[O-].[K+].[K+].COS(OC)(=O)=O, predict the reaction product. The product is: [CH2:1]([O:3][C:4]([CH:6]1[CH:8]([C:9](=[O:26])[NH:10][C:11]2[CH:16]=[CH:15][C:14]([N:17]3[CH:22]=[CH:21][C:20]([O:23][CH3:37])=[CH:19][C:18]3=[O:24])=[CH:13][C:12]=2[F:25])[CH:7]1[C:27](=[O:36])[NH:28][C:29]1[CH:34]=[CH:33][C:32]([Cl:35])=[CH:31][CH:30]=1)=[O:5])[CH3:2]. (4) Given the reactants [Cl:1][C:2]1[CH:3]=[C:4]([NH:8][C:9]2[CH:18]=[C:17]([C:19]([F:22])([F:21])[F:20])[C:12]([C:13]([O:15]C)=[O:14])=[CH:11][N:10]=2)[CH:5]=[CH:6][CH:7]=1.[OH-].[K+], predict the reaction product. The product is: [Cl:1][C:2]1[CH:3]=[C:4]([NH:8][C:9]2[CH:18]=[C:17]([C:19]([F:21])([F:20])[F:22])[C:12]([C:13]([OH:15])=[O:14])=[CH:11][N:10]=2)[CH:5]=[CH:6][CH:7]=1. (5) Given the reactants [NH2:1][C:2]1[N:7]=[CH:6][N:5]=[C:4]2[N:8]([CH:14]([C:16]3[C:17]([O:35][CH3:36])=[C:18]([CH:24]4[CH2:27][N:26](C(OC(C)(C)C)=O)[CH2:25]4)[C:19]([F:23])=[C:20]([Cl:22])[CH:21]=3)[CH3:15])[N:9]=[C:10]([CH:11]([F:13])[F:12])[C:3]=12.[ClH:37].O1CCOCC1, predict the reaction product. The product is: [ClH:22].[ClH:37].[NH:26]1[CH2:27][CH:24]([C:18]2[C:17]([O:35][CH3:36])=[C:16]([CH:14]([N:8]3[C:4]4=[N:5][CH:6]=[N:7][C:2]([NH2:1])=[C:3]4[C:10]([CH:11]([F:13])[F:12])=[N:9]3)[CH3:15])[CH:21]=[C:20]([Cl:22])[C:19]=2[F:23])[CH2:25]1. (6) The product is: [OH:36][CH2:35][C:34]1[N:30]([C:26]2[CH:25]=[C:24]([C:23]3[CH2:22][C:21](=[O:44])[NH:20][C:9]4[CH:10]=[C:11]([CH3:19])[C:12]([N:14]([CH3:18])[CH2:15][CH2:16][CH3:17])=[CH:13][C:8]=4[N:7]=3)[CH:29]=[CH:28][CH:27]=2)[N:31]=[N:32][CH:33]=1. Given the reactants C(OC(=O)[NH:7][C:8]1[CH:13]=[C:12]([N:14]([CH3:18])[CH2:15][CH2:16][CH3:17])[C:11]([CH3:19])=[CH:10][C:9]=1[NH:20][C:21](=[O:44])[CH2:22][C:23](=O)[C:24]1[CH:29]=[CH:28][CH:27]=[C:26]([N:30]2[C:34]([CH2:35][O:36]C3CCCCO3)=[CH:33][N:32]=[N:31]2)[CH:25]=1)(C)(C)C.C(O)(C(F)(F)F)=O, predict the reaction product. (7) Given the reactants ClC1C=C2C(C(N3CCN(C(NC4C=CC(C(F)(F)F)=CC=4)=O)CC3)=CC=N2)=CC=1.[Cl:31][C:32]1[CH:41]=[C:40]2[C:35]([C:36]([N:42]3[CH2:47][CH2:46][NH:45][CH2:44][CH2:43]3)=[CH:37][CH:38]=[N:39]2)=[CH:34][CH:33]=1.C(N(C(C)C)CC)(C)C.[C:57]([C:60]1[CH:65]=[CH:64][C:63]([N:66]=[C:67]=[O:68])=[CH:62][CH:61]=1)(=[O:59])[CH3:58], predict the reaction product. The product is: [C:57]([C:60]1[CH:65]=[CH:64][C:63]([NH:66][C:67]([N:45]2[CH2:46][CH2:47][N:42]([C:36]3[C:35]4[C:40](=[CH:41][C:32]([Cl:31])=[CH:33][CH:34]=4)[N:39]=[CH:38][CH:37]=3)[CH2:43][CH2:44]2)=[O:68])=[CH:62][CH:61]=1)(=[O:59])[CH3:58]. (8) Given the reactants ClC1C=C2C(=CC=1)[N:7](S(C1C=CC=CC=1)(=O)=O)[C:6]([C:20]([O:22][CH2:23][CH3:24])=O)=C2S(Cl)(=O)=O.Cl[S:30]([C:33]1[C:41]2[C:36](=[CH:37][CH:38]=[C:39]([O:42][CH3:43])[CH:40]=2)[N:35](S(C2C=CC=CC=2)(=O)=O)[C:34]=1[C:53]([O:55]CC)=O)(=[O:32])=[O:31].Cl.CN.[NH:61]1CCOCC1, predict the reaction product. The product is: [CH3:43][O:42][C:39]1[CH:40]=[C:41]2[C:36](=[CH:37][CH:38]=1)[NH:35][C:34]([C:53]([NH2:61])=[O:55])=[C:33]2[S:30]([N:7]1[CH2:6][CH2:20][O:22][CH2:23][CH2:24]1)(=[O:31])=[O:32].